This data is from Tyrosyl-DNA phosphodiesterase HTS with 341,365 compounds. The task is: Binary Classification. Given a drug SMILES string, predict its activity (active/inactive) in a high-throughput screening assay against a specified biological target. (1) The drug is O(c1c(CC)cccc1)CC(=O)NNCC(=O)Nc1cc(ccc1)C#N. The result is 0 (inactive). (2) The result is 0 (inactive). The molecule is Clc1ccc(C2(CCC2)c2oc(nn2)CCC(=O)NCC=C)cc1. (3) The molecule is S(=O)(=O)(N(CC(=O)N1CCCCC1)C)c1c(cc(cc1C)C)C. The result is 0 (inactive). (4) The drug is F\C(C(NC(OCc1ccccc1)=O)c1ccc(cc1)C(OC)=O)=C/C(C)C(O)=O. The result is 0 (inactive). (5) The molecule is Clc1cc(/C=C\C(=O)N(c2c(n(CCC)c(=O)[nH]c2=O)N)CCOC)ccc1. The result is 0 (inactive). (6) The drug is s1c(NC(=O)C2C(CC=CC2)C(O)=O)nc(c1C(OCC)=O)C. The result is 1 (active). (7) The drug is Fc1ccc(N(CN2C(=O)c3c(C2=O)cccc3)C(=O)c2c([N+]([O-])=O)cccc2)cc1. The result is 0 (inactive).